From a dataset of Forward reaction prediction with 1.9M reactions from USPTO patents (1976-2016). Predict the product of the given reaction. (1) Given the reactants C(OC([N:11]([CH2:13][C:14]1[CH:15]=[C:16]([NH:27][C:28]([O:30][CH2:31][C@@H:32]([C:34]2[CH:39]=[CH:38][C:37](B(O)O)=[CH:36][C:35]=2[CH3:43])[CH3:33])=[O:29])[CH:17]=[C:18]([F:26])[C:19]=1[O:20][C@@H:21]([CH3:25])[CH2:22][O:23][CH3:24])[CH3:12])=O)C1C=CC=CC=1.[NH2:44][C:45]1[CH:46]=[C:47]2[C:52](=[CH:53][CH:54]=1)[C:51]([N:55]([C:63]([O:65][C:66]([CH3:69])([CH3:68])[CH3:67])=[O:64])[C:56]([O:58][C:59]([CH3:62])([CH3:61])[CH3:60])=[O:57])=[N:50][CH:49]=[CH:48]2.O.[C:71]([OH:75])(=[O:74])[CH:72]=O, predict the reaction product. The product is: [C:66]([O:65][C:63]([N:55]([C:56]([O:58][C:59]([CH3:60])([CH3:61])[CH3:62])=[O:57])[C:51]1[C:52]2[C:47](=[CH:46][C:45]([NH:44][CH:72]([C:37]3[CH:38]=[CH:39][C:34]([C@@H:32]([CH3:33])[CH2:31][O:30][C:28](=[O:29])[NH:27][C:16]4[CH:15]=[C:14]([CH2:13][NH:11][CH3:12])[C:19]([O:20][C@@H:21]([CH3:25])[CH2:22][O:23][CH3:24])=[C:18]([F:26])[CH:17]=4)=[C:35]([CH3:43])[CH:36]=3)[C:71]([OH:75])=[O:74])=[CH:54][CH:53]=2)[CH:48]=[CH:49][N:50]=1)=[O:64])([CH3:69])([CH3:68])[CH3:67]. (2) Given the reactants ClC(Cl)(O[C:5](=[O:11])[O:6][C:7](Cl)(Cl)Cl)Cl.[O:13]([CH2:20]CO)[C:14]1[CH:19]=[CH:18][CH:17]=[CH:16][CH:15]=1.[NH2:23][C:24]1[CH:42]=[CH:41][C:27]([C:28]([N:30]2[C:36]3[CH:37]=[CH:38][CH:39]=[CH:40][C:35]=3[CH2:34][CH2:33][CH2:32][CH2:31]2)=[O:29])=[C:26]([Cl:43])[CH:25]=1.N1CCCCC1, predict the reaction product. The product is: [O:13]([CH2:20][CH2:7][O:6][C:5]([NH:23][C:24]1[CH:42]=[CH:41][C:27]([C:28]([N:30]2[C:36]3[CH:37]=[CH:38][CH:39]=[CH:40][C:35]=3[CH2:34][CH2:33][CH2:32][CH2:31]2)=[O:29])=[C:26]([Cl:43])[CH:25]=1)=[O:11])[C:14]1[CH:15]=[CH:16][CH:17]=[CH:18][CH:19]=1.